From a dataset of Catalyst prediction with 721,799 reactions and 888 catalyst types from USPTO. Predict which catalyst facilitates the given reaction. (1) Reactant: [Cl:1][C:2]1[C:3]([C:8]2(C(OC(C)(C)C)=O)[CH2:11][C:10]([F:13])([F:12])[CH2:9]2)=[N:4][CH:5]=[CH:6][CH:7]=1.C(O)(C(F)(F)F)=O. Product: [Cl:1][C:2]1[C:3]([CH:8]2[CH2:9][C:10]([F:13])([F:12])[CH2:11]2)=[N:4][CH:5]=[CH:6][CH:7]=1. The catalyst class is: 2. (2) Reactant: [H-].[Na+].[NH2:3][C:4]1[N:9]([CH3:10])[C:8](=[O:11])[NH:7][C:6](=[O:12])[CH:5]=1.[C:13]([O:16][C@H:17]([CH3:23])[CH2:18][CH2:19][CH2:20][CH2:21]Cl)(=[O:15])[CH3:14].[Cl-].[Na+]. Product: [C:13]([O:16][C@H:17]([CH3:23])[CH2:18][CH2:19][CH2:20][CH2:21][N:7]1[C:6](=[O:12])[CH:5]=[C:4]([NH2:3])[N:9]([CH3:10])[C:8]1=[O:11])(=[O:15])[CH3:14]. The catalyst class is: 16. (3) Reactant: [C:1]([O:5][C:6]([N:8]1[CH2:13][C@H:12]([CH2:14][N:15]2[CH2:23][C:22]3[C:17](=[CH:18][C:19]([C:24]#[N:25])=[CH:20][CH:21]=3)[C:16]2=[O:26])[N:11](CC2C=CC(OC)=CC=2OC)[CH2:10][C@H:9]1[CH3:38])=[O:7])([CH3:4])([CH3:3])[CH3:2].CCN(CC)CC.CC(OC(OC(OC(C)(C)C)=O)=O)(C)C. Product: [C:1]([O:5][C:6]([N:8]1[CH2:13][C@H:12]([CH2:14][N:15]2[CH2:23][C:22]3[C:17](=[CH:18][C:19]([C:24]#[N:25])=[CH:20][CH:21]=3)[C:16]2=[O:26])[NH:11][CH2:10][C@H:9]1[CH3:38])=[O:7])([CH3:4])([CH3:2])[CH3:3]. The catalyst class is: 67. (4) The catalyst class is: 21. Reactant: [CH3:1][C:2]1C=CC(S(O)(=O)=O)=C[CH:7]=1.[CH3:12][O:13][C:14](=[O:27])[C:15]([C:20]1[CH:25]=[CH:24][C:23]([F:26])=[CH:22][CH:21]=1)([CH2:18][OH:19])[CH2:16][OH:17]. Product: [F:26][C:23]1[CH:22]=[CH:21][C:20]([C:15]2([C:14]([O:13][CH3:12])=[O:27])[CH2:18][O:19][C:2]([CH3:7])([CH3:1])[O:17][CH2:16]2)=[CH:25][CH:24]=1. (5) Reactant: CC([O-])(C)C.[K+].[C:7]1([C:9](=[CH:11][CH:12]=[CH:13][CH:14]=1)[OH:10])[OH:8].F[C:16]1[CH:21]=[CH:20][C:19]([N+:22]([O-:24])=[O:23])=[CH:18][CH:17]=1.Cl. Product: [N+:22]([C:19]1[CH:20]=[CH:21][C:16]([O:8][C:7]2[CH:14]=[CH:13][CH:12]=[CH:11][C:9]=2[OH:10])=[CH:17][CH:18]=1)([O-:24])=[O:23]. The catalyst class is: 44.